From a dataset of Forward reaction prediction with 1.9M reactions from USPTO patents (1976-2016). Predict the product of the given reaction. (1) Given the reactants Cl[C:2]1[N:6]([CH3:7])[C:5]2[CH:8]=[CH:9][CH:10]=[CH:11][C:4]=2[N:3]=1.[F:12][CH:13]([F:31])[N:14]1[C:22]2[C:17](=[N:18][CH:19]=[CH:20][CH:21]=2)[N:16]([C:23]2[CH:28]=[CH:27][C:26]([OH:29])=[CH:25][CH:24]=2)[C:15]1=[O:30].[H-].[Na+], predict the reaction product. The product is: [F:31][CH:13]([F:12])[N:14]1[C:22]2[C:17](=[N:18][CH:19]=[CH:20][CH:21]=2)[N:16]([C:23]2[CH:28]=[CH:27][C:26]([O:29][C:2]3[N:6]([CH3:7])[C:5]4[CH:8]=[CH:9][CH:10]=[CH:11][C:4]=4[N:3]=3)=[CH:25][CH:24]=2)[C:15]1=[O:30]. (2) Given the reactants [F:1][C:2]1[C:3]([CH2:23][N:24](C)[C:25](=O)OC(C)(C)C)=[CH:4][N:5]([S:14]([C:17]2[CH:21]=[CH:20][O:19][C:18]=2[CH3:22])(=[O:16])=[O:15])[C:6]=1[C:7]1[C:8]([F:13])=[N:9][CH:10]=[CH:11][CH:12]=1.C(OCC)(=O)C.[ClH:39], predict the reaction product. The product is: [ClH:39].[F:1][C:2]1[C:3]([CH2:23][NH:24][CH3:25])=[CH:4][N:5]([S:14]([C:17]2[CH:21]=[CH:20][O:19][C:18]=2[CH3:22])(=[O:16])=[O:15])[C:6]=1[C:7]1[C:8]([F:13])=[N:9][CH:10]=[CH:11][CH:12]=1. (3) Given the reactants [F:1][C:2]1[CH:3]=[C:4]([CH:14]=[CH:15][C:16]=1[F:17])[O:5][C:6]1[CH:13]=[CH:12][C:9]([CH:10]=O)=[CH:8][CH:7]=1.[CH3:18][CH:19]([CH3:36])[C:20]([NH:22][C:23]1[CH:28]=[CH:27][C:26]([CH3:29])=[C:25]([CH:30]2[CH2:35][CH2:34][NH:33][CH2:32][CH2:31]2)[CH:24]=1)=[O:21].C(O[BH-](OC(=O)C)OC(=O)C)(=O)C.[Na+].CC(O)=O, predict the reaction product. The product is: [F:1][C:2]1[CH:3]=[C:4]([CH:14]=[CH:15][C:16]=1[F:17])[O:5][C:6]1[CH:13]=[CH:12][C:9]([CH2:10][N:33]2[CH2:34][CH2:35][CH:30]([C:25]3[CH:24]=[C:23]([NH:22][C:20](=[O:21])[CH:19]([CH3:18])[CH3:36])[CH:28]=[CH:27][C:26]=3[CH3:29])[CH2:31][CH2:32]2)=[CH:8][CH:7]=1. (4) The product is: [Cl:2][C:1]([Cl:5])=[C:33]([C:27]1[CH:28]=[C:29]([F:32])[CH:30]=[CH:31][C:26]=1[F:25])[C:34]([O:36][CH2:37][CH3:38])=[O:35]. Given the reactants [C:1]([Cl:5])(Cl)(Cl)[Cl:2].C1(P(C2C=CC=CC=2)C2C=CC=CC=2)C=CC=CC=1.[F:25][C:26]1[CH:31]=[CH:30][C:29]([F:32])=[CH:28][C:27]=1[C:33](=O)[C:34]([O:36][CH2:37][CH3:38])=[O:35], predict the reaction product. (5) Given the reactants [Br:1]N1C(=O)CCC1=O.[CH3:9][C:10]1[CH:19]=[C:18]2[C:13]([CH:14]=[CH:15][CH:16]=[C:17]2[C:20]([OH:22])=[O:21])=[CH:12][CH:11]=1.C(OOC(=O)C1C=CC=CC=1)(=O)C1C=CC=CC=1, predict the reaction product. The product is: [Br:1][CH2:9][C:10]1[CH:19]=[C:18]2[C:13]([CH:14]=[CH:15][CH:16]=[C:17]2[C:20]([OH:22])=[O:21])=[CH:12][CH:11]=1. (6) Given the reactants C([SiH](CC)CC)C.O[CH:9]([C:20]1[S:34][C:23]2[C:24]([CH2:30][CH:31]([CH3:33])[CH3:32])=[N:25][N:26]([CH3:29])[C:27](=[O:28])[C:22]=2[CH:21]=1)[C:10]1[C:19]2[C:14](=[CH:15][CH:16]=[CH:17][CH:18]=2)[CH:13]=[CH:12][CH:11]=1.FC(F)(F)C(O)=O, predict the reaction product. The product is: [CH3:29][N:26]1[C:27](=[O:28])[C:22]2[CH:21]=[C:20]([CH2:9][C:10]3[C:19]4[C:14](=[CH:15][CH:16]=[CH:17][CH:18]=4)[CH:13]=[CH:12][CH:11]=3)[S:34][C:23]=2[C:24]([CH2:30][CH:31]([CH3:33])[CH3:32])=[N:25]1. (7) Given the reactants O.[N+:2]([C:5]1[CH:10]=[CH:9][C:8]([N:11]2[CH2:16][CH2:15][N:14]([C:17]3[CH:24]=[CH:23][C:20]([CH:21]=O)=[CH:19][CH:18]=3)[CH2:13][CH2:12]2)=[CH:7][CH:6]=1)([O-:4])=[O:3].[NH:25]1[CH2:30][CH2:29][O:28][CH2:27][CH2:26]1.C([BH3-])#N.[Na+], predict the reaction product. The product is: [N+:2]([C:5]1[CH:6]=[CH:7][C:8]([N:11]2[CH2:12][CH2:13][N:14]([C:17]3[CH:24]=[CH:23][C:20]([CH2:21][N:25]4[CH2:30][CH2:29][O:28][CH2:27][CH2:26]4)=[CH:19][CH:18]=3)[CH2:15][CH2:16]2)=[CH:9][CH:10]=1)([O-:4])=[O:3].